Dataset: Catalyst prediction with 721,799 reactions and 888 catalyst types from USPTO. Task: Predict which catalyst facilitates the given reaction. (1) Reactant: [CH3:1][O:2][C:3]([C:5]1[C:13]([Cl:14])=[C:12]2[C:8]([C:9]([CH:33]3[CH2:38][CH2:37][CH2:36][CH2:35][CH2:34]3)=[C:10]([C:25]3[CH:30]=[CH:29][C:28]([O:31][CH3:32])=[CH:27][CH:26]=3)[N:11]2[CH2:15][CH2:16][O:17][Si](C(C)(C)C)(C)C)=[CH:7][CH:6]=1)=[O:4].[F-].C([N+](CCCC)(CCCC)CCCC)CCC. Product: [CH3:1][O:2][C:3]([C:5]1[C:13]([Cl:14])=[C:12]2[C:8]([C:9]([CH:33]3[CH2:38][CH2:37][CH2:36][CH2:35][CH2:34]3)=[C:10]([C:25]3[CH:26]=[CH:27][C:28]([O:31][CH3:32])=[CH:29][CH:30]=3)[N:11]2[CH2:15][CH2:16][OH:17])=[CH:7][CH:6]=1)=[O:4]. The catalyst class is: 1. (2) Reactant: [Br:1][C:2]1[S:6][C:5]([CH3:7])=[N:4][C:3]=1[C:8]([OH:10])=[O:9].Cl.[CH3:12]O. Product: [CH3:12][O:9][C:8]([C:3]1[N:4]=[C:5]([CH3:7])[S:6][C:2]=1[Br:1])=[O:10]. The catalyst class is: 28. (3) Reactant: [CH2:1]([NH:8][C@H:9]([C:14]([OH:16])=[O:15])[C@H:10]([CH2:12][CH3:13])[CH3:11])[C:2]1[CH:7]=[CH:6][CH:5]=[CH:4][CH:3]=1.[CH:17](O)=O.C=O.O. Product: [CH2:1]([N:8]([CH3:17])[C@H:9]([C:14]([OH:16])=[O:15])[C@H:10]([CH2:12][CH3:13])[CH3:11])[C:2]1[CH:7]=[CH:6][CH:5]=[CH:4][CH:3]=1. The catalyst class is: 21.